Dataset: Forward reaction prediction with 1.9M reactions from USPTO patents (1976-2016). Task: Predict the product of the given reaction. (1) Given the reactants Cl[C:2]([O:4][CH3:5])=[O:3].[NH:6]([CH2:8][CH2:9][OH:10])[NH2:7].C(N(CC)CC)C, predict the reaction product. The product is: [NH2:7][N:6]([CH2:8][CH2:9][OH:10])[C:2](=[O:3])[O:4][CH3:5]. (2) Given the reactants [CH3:1][O:2][C:3]([C:5]1[CH:14]=[C:13]2[C:8]([CH:9]=[CH:10][C:11](C(O)=O)=[CH:12]2)=[CH:7][CH:6]=1)=[O:4].C1C=CC(P(N=[N+]=[N-])(C2C=CC=CC=2)=[O:25])=CC=1.CC[N:37]([CH2:40]C)CC.[CH3:42][C:43]([OH:46])([CH3:45])[CH3:44], predict the reaction product. The product is: [C:43]([O:46][C:40]([NH:37][C:11]1[CH:12]=[C:13]2[C:8]([CH:7]=[CH:6][C:5]([C:3]([O:2][CH3:1])=[O:4])=[CH:14]2)=[CH:9][CH:10]=1)=[O:25])([CH3:45])([CH3:44])[CH3:42]. (3) Given the reactants [C:1](Cl)(=O)C(Cl)=O.[Cl:7][C:8]1[CH:13]=[CH:12][C:11]([C:14](=[O:17])[CH2:15][CH3:16])=[C:10]([NH:18][C:19]2[CH:24]=[CH:23][CH:22]=[CH:21][C:20]=2[Cl:25])[CH:9]=1, predict the reaction product. The product is: [Cl:7][C:8]1[CH:9]=[C:10]2[C:11]([C:14](=[O:17])[C:15]([CH3:1])=[CH:16][N:18]2[C:19]2[CH:24]=[CH:23][CH:22]=[CH:21][C:20]=2[Cl:25])=[CH:12][CH:13]=1. (4) Given the reactants [N:1]1[C:2]([NH2:10])=[CH:3][N:4]2[CH:9]=[CH:8][N:7]=[CH:6][C:5]=12.[C:11](O)(=[O:14])[CH2:12][CH3:13].CN(C(ON1N=NC2C=CC=NC1=2)=[N+](C)C)C.F[P-](F)(F)(F)(F)F.CCN(C(C)C)C(C)C, predict the reaction product. The product is: [N:1]1[C:2]([NH:10][C:11](=[O:14])[CH2:12][CH3:13])=[CH:3][N:4]2[CH:9]=[CH:8][N:7]=[CH:6][C:5]=12. (5) Given the reactants [CH:1]1([CH:4]([OH:18])[CH2:5][O:6][C:7]2[CH:12]=[CH:11][C:10]([N+:13]([O-:15])=[O:14])=[CH:9][C:8]=2[O:16][CH3:17])[CH2:3][CH2:2]1.C(=O)=O.CC(O)C, predict the reaction product. The product is: [CH:1]1([C@@H:4]([OH:18])[CH2:5][O:6][C:7]2[CH:12]=[CH:11][C:10]([N+:13]([O-:15])=[O:14])=[CH:9][C:8]=2[O:16][CH3:17])[CH2:3][CH2:2]1. (6) The product is: [OH:9][C@H:5]1[CH2:6][CH2:7][CH2:8][C@H:3]([C:1]#[N:2])[CH2:4]1. Given the reactants [C:1]([C@H:3]1[CH2:8][CH2:7][CH2:6][C@H:5]([O:9]C(=O)C2C=CC=CC=2)[CH2:4]1)#[N:2].O(C)[Na], predict the reaction product.